From a dataset of Peptide-MHC class I binding affinity with 185,985 pairs from IEDB/IMGT. Regression. Given a peptide amino acid sequence and an MHC pseudo amino acid sequence, predict their binding affinity value. This is MHC class I binding data. (1) The peptide sequence is KSQDNQWSYK. The MHC is Mamu-B8301 with pseudo-sequence Mamu-B8301. The binding affinity (normalized) is 1.00. (2) The peptide sequence is RLDKVEAEV. The MHC is HLA-A02:01 with pseudo-sequence HLA-A02:01. The binding affinity (normalized) is 0.668. (3) The peptide sequence is RSNNKFTLK. The MHC is HLA-A69:01 with pseudo-sequence HLA-A69:01. The binding affinity (normalized) is 0.0847.